Dataset: Forward reaction prediction with 1.9M reactions from USPTO patents (1976-2016). Task: Predict the product of the given reaction. Given the reactants [C:1]([O:5][C:6](=[O:21])[NH:7][CH2:8][C:9]1[C:10](Cl)=[N:11][C:12]2[C:17]([CH:18]=1)=[CH:16][CH:15]=[CH:14][C:13]=2[CH3:19])([CH3:4])([CH3:3])[CH3:2].[O:22]=[C:23]1[CH2:28][NH:27][CH2:26][CH2:25][NH:24]1.CN1C(=O)CCC1.CCN(C(C)C)C(C)C, predict the reaction product. The product is: [C:1]([O:5][C:6](=[O:21])[NH:7][CH2:8][C:9]1[C:10]([N:27]2[CH2:26][CH2:25][NH:24][C:23](=[O:22])[CH2:28]2)=[N:11][C:12]2[C:17]([CH:18]=1)=[CH:16][CH:15]=[CH:14][C:13]=2[CH3:19])([CH3:4])([CH3:3])[CH3:2].